This data is from Catalyst prediction with 721,799 reactions and 888 catalyst types from USPTO. The task is: Predict which catalyst facilitates the given reaction. (1) Reactant: [OH:1][C@@H:2]1[C@H:6]([OH:7])[C@@H:5]([CH2:8][OH:9])[NH:4][C@H:3]1[C:10]1[C:14]2[N:15]=[CH:16][NH:17][C:18](=[O:19])[C:13]=2[NH:12][CH:11]=1.CO.C(N(CC)CC)C.[CH3:29][C:30]([O:33][C:34](O[C:34]([O:33][C:30]([CH3:32])([CH3:31])[CH3:29])=[O:35])=[O:35])([CH3:32])[CH3:31]. Product: [OH:7][C@H:6]1[C@@H:2]([OH:1])[C@H:3]([C:10]2[C:14]3[N:15]=[CH:16][NH:17][C:18](=[O:19])[C:13]=3[NH:12][CH:11]=2)[N:4]([C:34]([O:33][C:30]([CH3:32])([CH3:31])[CH3:29])=[O:35])[C@@H:5]1[CH2:8][OH:9]. The catalyst class is: 6. (2) Product: [NH2:11][C@H:12]1[CH2:16][CH2:15][CH2:14][C@H:13]1[C:17]([O:19][CH3:20])=[O:18]. Reactant: C(OC([NH:11][C@H:12]1[CH2:16][CH2:15][CH2:14][C@H:13]1[C:17]([O:19][CH3:20])=[O:18])=O)C1C=CC=CC=1. The catalyst class is: 78. (3) Reactant: [Br:1][C:2]1[C:7](C)=[CH:6][C:5]([N+:9]([O-:11])=[O:10])=[CH:4][C:3]=1[CH2:12]C#N.S(=O)(=O)(O)O.[C:20]([OH:23])(=[O:22])[CH3:21]. Product: [Br:1][C:2]1[C:3]([CH3:12])=[CH:4][C:5]([N+:9]([O-:11])=[O:10])=[CH:6][C:7]=1[CH2:21][C:20]([OH:23])=[O:22]. The catalyst class is: 6.